From a dataset of Full USPTO retrosynthesis dataset with 1.9M reactions from patents (1976-2016). Predict the reactants needed to synthesize the given product. Given the product [Cl:16][C:3]1[C:2]([C:20]2[CH:21]=[N:22][CH:23]=[C:18]([F:17])[CH:19]=2)=[CH:11][CH:10]=[C:9]2[C:4]=1[CH2:5][CH2:6][C:7]1[N:8]2[C:12]([CH3:15])=[N:13][N:14]=1, predict the reactants needed to synthesize it. The reactants are: Br[C:2]1[C:3]([Cl:16])=[C:4]2[C:9](=[CH:10][CH:11]=1)[N:8]1[C:12]([CH3:15])=[N:13][N:14]=[C:7]1[CH2:6][CH2:5]2.[F:17][C:18]1[CH:19]=[C:20](B(O)O)[CH:21]=[N:22][CH:23]=1.O1CCOCC1.C(=O)([O-])[O-].[Na+].[Na+].